This data is from Peptide-MHC class II binding affinity with 134,281 pairs from IEDB. The task is: Regression. Given a peptide amino acid sequence and an MHC pseudo amino acid sequence, predict their binding affinity value. This is MHC class II binding data. (1) The peptide sequence is LATVSDLSTKAACPTM. The MHC is DRB1_1101 with pseudo-sequence DRB1_1101. The binding affinity (normalized) is 0. (2) The peptide sequence is KILTYPWDRIEEVTR. The MHC is DRB1_0701 with pseudo-sequence DRB1_0701. The binding affinity (normalized) is 0.411. (3) The peptide sequence is ATSLDTMAQMNQAFR. The MHC is DRB3_0101 with pseudo-sequence DRB3_0101. The binding affinity (normalized) is 0.243. (4) The peptide sequence is YGNGILVGDNSFVSA. The MHC is DRB1_0901 with pseudo-sequence DRB1_0901. The binding affinity (normalized) is 0.538. (5) The peptide sequence is KVGEVCSFYADPKRY. The MHC is DRB1_0404 with pseudo-sequence DRB1_0404. The binding affinity (normalized) is 0.246. (6) The peptide sequence is DEELLKAVRIIKILYQSNP. The MHC is HLA-DPA10201-DPB11401 with pseudo-sequence HLA-DPA10201-DPB11401. The binding affinity (normalized) is 0.393. (7) The peptide sequence is STVLGFAALAAAAAF. The MHC is DRB1_0701 with pseudo-sequence DRB1_0701. The binding affinity (normalized) is 0.668. (8) The peptide sequence is GGLPLAGAGGAGAGP. The MHC is HLA-DPA10103-DPB10401 with pseudo-sequence HLA-DPA10103-DPB10401. The binding affinity (normalized) is 0.140. (9) The peptide sequence is QELLDIANYLMEQIQ. The MHC is DRB1_0802 with pseudo-sequence DRB1_0802. The binding affinity (normalized) is 0.148.